Dataset: Catalyst prediction with 721,799 reactions and 888 catalyst types from USPTO. Task: Predict which catalyst facilitates the given reaction. (1) Reactant: [Cl:1][C:2]1[C:11]2[N:10]=[C:9]([CH3:12])[C:8]([CH2:13][C:14]3[CH:19]=[CH:18][C:17]([Cl:20])=[CH:16][CH:15]=3)=[C:7]([CH3:21])[C:6]=2[C:5]([OH:22])=[CH:4][CH:3]=1.C(=O)([O-])[O-].[K+].[K+].[CH3:29][O:30][C:31](=[O:34])[CH2:32]Br. Product: [CH3:29][O:30][C:31](=[O:34])[CH2:32][O:22][C:5]1[CH:4]=[CH:3][C:2]([Cl:1])=[C:11]2[C:6]=1[C:7]([CH3:21])=[C:8]([CH2:13][C:14]1[CH:19]=[CH:18][C:17]([Cl:20])=[CH:16][CH:15]=1)[C:9]([CH3:12])=[N:10]2. The catalyst class is: 9. (2) Reactant: [C:1]1(=[O:11])[NH:5][C:4](=[O:6])[C:3]2=[CH:7][CH:8]=[CH:9][CH:10]=[C:2]12.[K].[CH2:13](Br)[CH:14]=[CH2:15]. Product: [CH2:15]([N:5]1[C:1](=[O:11])[C:2]2=[CH:10][CH:9]=[CH:8][CH:7]=[C:3]2[C:4]1=[O:6])[CH:14]=[CH2:13]. The catalyst class is: 3. (3) Reactant: Cl.Cl.[Cl:3][C:4]1[CH:20]=[CH:19][C:7]([CH2:8][NH:9][C:10]([C:12]2([NH2:18])[CH2:17][CH2:16][NH:15][CH2:14][CH2:13]2)=[O:11])=[CH:6][CH:5]=1.Cl[C:22]1[C:23]2[CH:30]=[CH:29][NH:28][C:24]=2[N:25]=[CH:26][N:27]=1.C(N(CC)CC)C. Product: [Cl:3][C:4]1[CH:5]=[CH:6][C:7]([CH2:8][NH:9][C:10]([C:12]2([NH2:18])[CH2:13][CH2:14][N:15]([C:22]3[C:23]4[CH:30]=[CH:29][NH:28][C:24]=4[N:25]=[CH:26][N:27]=3)[CH2:16][CH2:17]2)=[O:11])=[CH:19][CH:20]=1. The catalyst class is: 51. (4) Product: [CH:30]([C:33]1[S:34][CH:35]=[C:36]([CH2:38][O:39][C:40]([NH:42][C@H:43]([C:47]([NH:1][C@H:2]([CH2:24][C:25]2[S:29][CH:28]=[N:27][CH:26]=2)[CH2:3][C@H:4]([OH:23])[C@@H:5]([NH:13][C:14]([O:16][CH2:17][C:18]2[S:22][CH:21]=[N:20][CH:19]=2)=[O:15])[CH2:6][C:7]2[CH:12]=[CH:11][CH:10]=[CH:9][CH:8]=2)=[O:48])[CH:44]([CH3:46])[CH3:45])=[O:41])[N:37]=1)([CH3:32])[CH3:31]. Reactant: [NH2:1][C@H:2]([CH2:24][C:25]1[S:29][CH:28]=[N:27][CH:26]=1)[CH2:3][C@H:4]([OH:23])[C@@H:5]([NH:13][C:14]([O:16][CH2:17][C:18]1[S:22][CH:21]=[N:20][CH:19]=1)=[O:15])[CH2:6][C:7]1[CH:12]=[CH:11][CH:10]=[CH:9][CH:8]=1.[CH:30]([C:33]1[S:34][CH:35]=[C:36]([CH2:38][O:39][C:40]([NH:42][C@H:43]([C:47](O)=[O:48])[CH:44]([CH3:46])[CH3:45])=[O:41])[N:37]=1)([CH3:32])[CH3:31].CO. The catalyst class is: 4. (5) Reactant: [CH:1]([C:3]1[C:8]([C:9]([CH3:11])=[CH2:10])=[CH:7][C:6]([C:12]([F:15])([F:14])[F:13])=[CH:5][C:4]=1[C:16]1[CH:21]=[CH:20][C:19]([C:22]([O:24][CH3:25])=[O:23])=[CH:18][CH:17]=1)=[O:2]. Product: [OH:2][CH2:1][C:3]1[C:8]([CH:9]([CH3:11])[CH3:10])=[CH:7][C:6]([C:12]([F:15])([F:14])[F:13])=[CH:5][C:4]=1[C:16]1[CH:17]=[CH:18][C:19]([C:22]([O:24][CH3:25])=[O:23])=[CH:20][CH:21]=1. The catalyst class is: 5. (6) Reactant: [CH3:1][O:2][C:3]([C@H:5]1[CH2:10][CH2:9][C@H:8]([CH2:11][NH2:12])[CH2:7][CH2:6]1)=[O:4].C([O-])([O-])=O.[K+].[K+].[C:19]12[C:25](=[CH:26][CH:27]=[CH:28][CH:29]=1)[NH:24]C(=O)O[C:20]2=[O:21]. Product: [CH3:1][O:2][C:3]([C@H:5]1[CH2:10][CH2:9][C@H:8]([CH2:11][NH:12][C:20](=[O:21])[C:19]2[CH:29]=[CH:28][CH:27]=[CH:26][C:25]=2[NH2:24])[CH2:7][CH2:6]1)=[O:4]. The catalyst class is: 23. (7) Reactant: [NH2:1][C:2]1[CH:3]=[N:4][CH:5]=[CH:6][C:7]=1[N:8]1[CH2:13][C@H:12]([CH3:14])[CH2:11][C@H:10]([NH:15][C:16](=[O:22])[O:17][C:18]([CH3:21])([CH3:20])[CH3:19])[CH2:9]1.[C:23]([O:27][C:28]([NH:30][C:31]1[O:39][C:38]2[C:33](=[N:34][CH:35]=[C:36]([C:40]3[CH:41]=[N:42][CH:43]=[N:44][CH:45]=3)[CH:37]=2)[C:32]=1[C:46](O)=[O:47])=[O:29])([CH3:26])([CH3:25])[CH3:24].CCN(C(C)C)C(C)C.CN(C(ON1N=NC2C=CC=NC1=2)=[N+](C)C)C.F[P-](F)(F)(F)(F)F. Product: [C:18]([O:17][C:16]([NH:15][C@H:10]1[CH2:11][C@@H:12]([CH3:14])[CH2:13][N:8]([C:7]2[CH:6]=[CH:5][N:4]=[CH:3][C:2]=2[NH:1][C:46]([C:32]2[C:33]3=[N:34][CH:35]=[C:36]([C:40]4[CH:45]=[N:44][CH:43]=[N:42][CH:41]=4)[CH:37]=[C:38]3[O:39][C:31]=2[NH:30][C:28](=[O:29])[O:27][C:23]([CH3:25])([CH3:24])[CH3:26])=[O:47])[CH2:9]1)=[O:22])([CH3:21])([CH3:20])[CH3:19]. The catalyst class is: 26. (8) Reactant: [P:1]([OH:31])([OH:30])([O:3][C:4]1[CH:9]=[C:8]([CH2:10][S:11]([CH:14]=[CH:15][C:16]2[C:21]([O:22][CH3:23])=[CH:20][C:19]([O:24][CH3:25])=[CH:18][C:17]=2[O:26][CH3:27])(=[O:13])=[O:12])[CH:7]=[CH:6][C:5]=1[O:28][CH3:29])=[O:2].C(Br)(Br)(Br)Br.[CH2:37](N(CC)CC)[CH3:38].P([O-])(OCC)O[CH2:46][CH3:47]. Product: [P:1]([O:31][CH2:46][CH3:47])([O:30][CH2:37][CH3:38])([O:3][C:4]1[CH:9]=[C:8]([CH2:10][S:11](/[CH:14]=[CH:15]/[C:16]2[C:17]([O:26][CH3:27])=[CH:18][C:19]([O:24][CH3:25])=[CH:20][C:21]=2[O:22][CH3:23])(=[O:13])=[O:12])[CH:7]=[CH:6][C:5]=1[O:28][CH3:29])=[O:2]. The catalyst class is: 10. (9) Reactant: [C:1]([O:5][C:6]([N:8]([CH2:10][C:11]1([C:17]([OH:19])=O)[CH2:16][CH2:15][O:14][CH2:13][CH2:12]1)[CH3:9])=[O:7])([CH3:4])([CH3:3])[CH3:2].C(N(CC)C(C)C)(C)C.O.ON1C2C=CC=CC=2N=N1.Cl.CN(C)CCCN=C=NCC.[Br-:52].[Br-].[NH3+:54][CH2:55][CH2:56][CH2:57][P+:58]([C:71]1[CH:76]=[CH:75][CH:74]=[CH:73][CH:72]=1)([C:65]1[CH:70]=[CH:69][CH:68]=[CH:67][CH:66]=1)[C:59]1[CH:64]=[CH:63][CH:62]=[CH:61][CH:60]=1. Product: [Br-:52].[C:1]([O:5][C:6]([N:8]([CH2:10][C:11]1([C:17]([NH:54][CH2:55][CH2:56][CH2:57][P+:58]([C:71]2[CH:76]=[CH:75][CH:74]=[CH:73][CH:72]=2)([C:59]2[CH:60]=[CH:61][CH:62]=[CH:63][CH:64]=2)[C:65]2[CH:70]=[CH:69][CH:68]=[CH:67][CH:66]=2)=[O:19])[CH2:12][CH2:13][O:14][CH2:15][CH2:16]1)[CH3:9])=[O:7])([CH3:2])([CH3:3])[CH3:4]. The catalyst class is: 454.